This data is from Full USPTO retrosynthesis dataset with 1.9M reactions from patents (1976-2016). The task is: Predict the reactants needed to synthesize the given product. (1) Given the product [C:1]([O:4][C@H:5]1[CH2:10][CH2:9][C@H:8]2[C@H:11]3[C@H:21]([CH2:22][CH2:23][C@:6]12[CH3:7])[C@:19]1([CH3:20])[C:14](=[CH:15][C:16](=[O:24])[CH:17]=[CH:18]1)[C:13](=[CH2:25])[CH2:12]3)(=[O:3])[CH3:2], predict the reactants needed to synthesize it. The reactants are: [C:1]([O:4][C@H:5]1[CH2:10][CH2:9][C@H:8]2[C@H:11]3[C@H:21]([CH2:22][CH2:23][C@:6]12[CH3:7])[C@:19]1([CH3:20])[C:14](=[CH:15][C:16](=[O:24])[CH2:17][CH2:18]1)[C:13](=[CH2:25])[CH2:12]3)(=[O:3])[CH3:2].C1(Cl)C(=O)C(Cl)=C(Cl)C(=O)C=1Cl.FC(F)(F)C(O)=O.FC(F)(F)C(=N[Si](C)(C)C)O[Si](C)(C)C. (2) Given the product [ClH:36].[NH2:28][C@H:14]([CH:2]([OH:1])[C:3](=[O:13])[NH:4][C@@H:5]([C:7]1[CH:8]=[CH:9][CH:10]=[CH:11][CH:12]=1)[CH3:6])[CH2:15][CH2:16][CH2:17][CH2:18][NH:19][C:20]([N:22]1[CH2:23][CH2:24][O:25][CH2:26][CH2:27]1)=[O:21], predict the reactants needed to synthesize it. The reactants are: [OH:1][CH:2]([C@@H:14]([NH:28]C(=O)OC(C)(C)C)[CH2:15][CH2:16][CH2:17][CH2:18][NH:19][C:20]([N:22]1[CH2:27][CH2:26][O:25][CH2:24][CH2:23]1)=[O:21])[C:3](=[O:13])[NH:4][C@@H:5]([C:7]1[CH:12]=[CH:11][CH:10]=[CH:9][CH:8]=1)[CH3:6].[ClH:36]. (3) Given the product [C:24]1([S:21]([C:20]2[C:19](=[O:18])[O:8][CH:7]([C:1]3[CH:6]=[CH:5][CH:4]=[CH:3][CH:2]=3)[C:9]=2[C:11]2[CH:16]=[CH:15][CH:14]=[CH:13][CH:12]=2)(=[O:22])=[O:23])[CH:25]=[CH:26][CH:27]=[CH:28][CH:29]=1, predict the reactants needed to synthesize it. The reactants are: [C:1]1([C:7]([CH:9]([C:11]2[CH:16]=[CH:15][CH:14]=[CH:13][CH:12]=2)O)=[O:8])[CH:6]=[CH:5][CH:4]=[CH:3][CH:2]=1.C[O:18][C:19](=O)[CH2:20][S:21]([C:24]1[CH:29]=[CH:28][CH:27]=[CH:26][CH:25]=1)(=[O:23])=[O:22]. (4) Given the product [Cl:1][C:2]1[CH:3]=[C:4]([CH:8]=[CH:9][CH:10]=1)[C:5]([NH:12][CH2:13][C:14]([O:16][CH2:17][CH3:18])=[O:15])=[O:6], predict the reactants needed to synthesize it. The reactants are: [Cl:1][C:2]1[CH:3]=[C:4]([CH:8]=[CH:9][CH:10]=1)[C:5](Cl)=[O:6].Cl.[NH2:12][CH2:13][C:14]([O:16][CH2:17][CH3:18])=[O:15].C(N(CC)CC)C. (5) Given the product [F:18][C:15]1[CH:16]=[CH:17][C:10]2[N:9]=[C:8]([C:5]3[CH:6]=[CH:7][C:2]([C:21]#[C:20][CH2:19][OH:22])=[CH:3][CH:4]=3)[CH2:13][O:12][C:11]=2[CH:14]=1, predict the reactants needed to synthesize it. The reactants are: Br[C:2]1[CH:7]=[CH:6][C:5]([C:8]2[CH2:13][O:12][C:11]3[CH:14]=[C:15]([F:18])[CH:16]=[CH:17][C:10]=3[N:9]=2)=[CH:4][CH:3]=1.[CH2:19]([OH:22])[C:20]#[CH:21]. (6) Given the product [O:1]=[C:2]([O:8][CH2:9][C:10]([Cl:13])([Cl:12])[Cl:11])[CH2:3][CH2:4][C:5]([Cl:22])=[O:6], predict the reactants needed to synthesize it. The reactants are: [O:1]=[C:2]([O:8][CH2:9][C:10]([Cl:13])([Cl:12])[Cl:11])[CH2:3][CH2:4][C:5](O)=[O:6].O1CCCC1.C(Cl)(=O)C([Cl:22])=O.